From a dataset of Catalyst prediction with 721,799 reactions and 888 catalyst types from USPTO. Predict which catalyst facilitates the given reaction. (1) Reactant: [CH3:1][C:2]([S:7]([C:10]1[CH:15]=[CH:14][CH:13]=[C:12]([C:16]([F:19])([F:18])[F:17])[CH:11]=1)(=[O:9])=[O:8])([CH3:6])[CH2:3][CH2:4][NH2:5].C(=O)([O-])[O:21][C:22]([O:24][C:25]([CH3:28])([CH3:27])[CH3:26])=O. Product: [CH3:6][C:2]([S:7]([C:10]1[CH:15]=[CH:14][CH:13]=[C:12]([C:16]([F:18])([F:19])[F:17])[CH:11]=1)(=[O:9])=[O:8])([CH3:1])[CH2:3][CH2:4][NH:5][C:22](=[O:21])[O:24][C:25]([CH3:28])([CH3:27])[CH3:26]. The catalyst class is: 2. (2) Reactant: [C:1]([CH2:3][C:4]1[CH:8]=[C:7]([C:9]2[CH:14]=[CH:13][C:12]([C@H:15]3[O:19]C(C)(C)[N:17](C(OC(C)(C)C)=O)[C@@H:16]3[CH2:29][F:30])=[CH:11][CH:10]=2)[O:6][N:5]=1)#[N:2].FC(F)(F)C(O)=O. Product: [NH2:17][C@H:16]([CH2:29][F:30])[C@@H:15]([C:12]1[CH:11]=[CH:10][C:9]([C:7]2[O:6][N:5]=[C:4]([CH2:3][C:1]#[N:2])[CH:8]=2)=[CH:14][CH:13]=1)[OH:19]. The catalyst class is: 390. (3) Reactant: C[O:2]C1C=CC(C=O)=CC=1.C(Br)(Br)(Br)Br.[C:16]1([P:22]([C:29]2[CH:34]=[CH:33][CH:32]=[CH:31][CH:30]=2)[C:23]2[CH:28]=[CH:27][CH:26]=[CH:25][CH:24]=2)[CH:21]=[CH:20][CH:19]=[CH:18][CH:17]=1. Product: [C:29]1([P:22](=[O:2])([C:16]2[CH:17]=[CH:18][CH:19]=[CH:20][CH:21]=2)[C:23]2[CH:28]=[CH:27][CH:26]=[CH:25][CH:24]=2)[CH:30]=[CH:31][CH:32]=[CH:33][CH:34]=1. The catalyst class is: 665. (4) Reactant: [CH3:1][O:2][C:3]1[CH:8]=[CH:7][N:6]2[C:9]([C:13]([O:15]CC)=[O:14])=[C:10]([CH3:12])[N:11]=[C:5]2[CH:4]=1.[OH-].[Na+]. Product: [CH3:1][O:2][C:3]1[CH:8]=[CH:7][N:6]2[C:9]([C:13]([OH:15])=[O:14])=[C:10]([CH3:12])[N:11]=[C:5]2[CH:4]=1. The catalyst class is: 36. (5) Reactant: [Cl:1][C:2]1[N:13]=[C:12](Cl)[C:11]2[C:10]3[CH2:9][CH2:8][CH2:7][C:6]=3[S:5][C:4]=2[N:3]=1.[C@H:15]1([NH2:22])[CH2:20][CH2:19][C@H:18]([NH2:21])[CH2:17][CH2:16]1.C(=O)([O-])[O-].[K+].[K+]. Product: [Cl:1][C:2]1[N:13]=[C:12]([NH:21][CH:18]2[CH2:19][CH2:20][CH:15]([NH2:22])[CH2:16][CH2:17]2)[C:11]2[C:10]3[CH2:9][CH2:8][CH2:7][C:6]=3[S:5][C:4]=2[N:3]=1. The catalyst class is: 210. (6) Reactant: [C:1]([O:5][C:6](=[O:22])[N:7]([C@@H:9]1[C@@H:13]([C:14]2[CH:19]=[CH:18][C:17]([Cl:20])=[C:16]([Cl:21])[CH:15]=2)[CH2:12][NH:11][CH2:10]1)[CH3:8])([CH3:4])([CH3:3])[CH3:2].C(N(CC)C(C)C)(C)C.[CH3:32][C:33]1([C:36]([N:38]2[CH2:43][CH2:42][CH:41]([C:44](O)=[O:45])[CH2:40][CH2:39]2)=[O:37])[CH2:35][CH2:34]1.CN(C(ON1N=NC2C=CC=NC1=2)=[N+](C)C)C.F[P-](F)(F)(F)(F)F. Product: [C:1]([O:5][C:6](=[O:22])[N:7]([C@@H:9]1[C@@H:13]([C:14]2[CH:19]=[CH:18][C:17]([Cl:20])=[C:16]([Cl:21])[CH:15]=2)[CH2:12][N:11]([C:44]([CH:41]2[CH2:40][CH2:39][N:38]([C:36]([C:33]3([CH3:32])[CH2:35][CH2:34]3)=[O:37])[CH2:43][CH2:42]2)=[O:45])[CH2:10]1)[CH3:8])([CH3:4])([CH3:2])[CH3:3]. The catalyst class is: 31.